The task is: Predict the product of the given reaction.. This data is from Forward reaction prediction with 1.9M reactions from USPTO patents (1976-2016). (1) Given the reactants [CH3:1][C:2]1[CH:61]=[CH:60][C:5]([CH2:6][C:7]2[CH:12]=[C:11]([O:13][CH2:14][CH2:15][CH2:16][CH2:17][Si:18]([O:25][CH2:26]C)([O:22][CH2:23]C)[O:19][CH2:20]C)[CH:10]=[CH:9][C:8]=2[S:28]([C:31]2[CH:36]=[CH:35][C:34]([O:37][CH2:38][CH2:39][CH2:40][CH2:41][Si:42]([O:49][CH2:50]C)([O:46][CH2:47]C)[O:43][CH2:44]C)=[CH:33][C:32]=2[CH2:52][C:53]2[CH:58]=[CH:57][C:56]([CH3:59])=[CH:55][CH:54]=2)(=[O:30])=[O:29])=[CH:4][CH:3]=1, predict the reaction product. The product is: [CH3:1][C:2]1[CH:61]=[CH:60][C:5]([CH2:6][C:7]2[CH:12]=[C:11]([O:13][CH2:14][CH2:15][CH2:16][CH2:17][Si:18]([O:22][CH3:23])([O:25][CH3:26])[O:19][CH3:20])[CH:10]=[CH:9][C:8]=2[S:28]([C:31]2[CH:36]=[CH:35][C:34]([O:37][CH2:38][CH2:39][CH2:40][CH2:41][Si:42]([O:46][CH3:47])([O:49][CH3:50])[O:43][CH3:44])=[CH:33][C:32]=2[CH2:52][C:53]2[CH:58]=[CH:57][C:56]([CH3:59])=[CH:55][CH:54]=2)(=[O:29])=[O:30])=[CH:4][CH:3]=1. (2) Given the reactants [C:1]([Si:5]([CH3:20])([CH3:19])[O:6][CH2:7][CH2:8]OC1C=CC(Cl)=CC=1C=O)(C)(C)C.C[Si](C)(C)N[Si](C)(C)C.C([Li])CCC.C[Si](Cl)(C)C.[CH2:40]([N:42](CC)CC)C.C(Cl)(=O)C, predict the reaction product. The product is: [CH3:1][Si:5]([CH3:20])([CH3:19])[O:6][C:7](=[CH2:8])[N:42]=[CH2:40]. (3) The product is: [CH3:7][N:14]1[CH2:15][CH2:16][N:17]([C:20]2[CH:37]=[CH:36][C:23]([O:24][CH2:25][C:26]3[CH:35]=[CH:34][C:29]([CH2:30][OH:31])=[CH:28][CH:27]=3)=[CH:22][CH:21]=2)[CH2:18][CH2:19]1. Given the reactants [H-].[H-].[H-].[H-].[Li+].[Al+3].[C:7]([N:14]1[CH2:19][CH2:18][N:17]([C:20]2[CH:37]=[CH:36][C:23]([O:24][CH2:25][C:26]3[CH:35]=[CH:34][C:29]([C:30](OC)=[O:31])=[CH:28][CH:27]=3)=[CH:22][CH:21]=2)[CH2:16][CH2:15]1)(OC(C)(C)C)=O.O.[OH-].[Na+], predict the reaction product. (4) Given the reactants Br[C:2]1[C:7]([O:8][CH2:9][C:10]2[C:15]([O:16][CH3:17])=[CH:14][CH:13]=[C:12]([F:18])[C:11]=2[F:19])=[CH:6][C:5]([N+:20]([O-:22])=[O:21])=[C:4]([Cl:23])[CH:3]=1.[CH:24]([Sn](CCCC)(CCCC)CCCC)=[CH2:25], predict the reaction product. The product is: [Cl:23][C:4]1[CH:3]=[C:2]([CH:24]=[CH2:25])[C:7]([O:8][CH2:9][C:10]2[C:15]([O:16][CH3:17])=[CH:14][CH:13]=[C:12]([F:18])[C:11]=2[F:19])=[CH:6][C:5]=1[N+:20]([O-:22])=[O:21]. (5) Given the reactants [CH2:1]([O:3][C:4]1[CH:9]=[CH:8][C:7]([S:10](Cl)(=[O:12])=[O:11])=[CH:6][C:5]=1[C:14]1[NH:19][C:18](=[O:20])[C:17]2=[C:21]([CH2:27][CH3:28])[N:22]=[C:23]([CH2:24][CH2:25][CH3:26])[N:16]2[N:15]=1)[CH3:2].[CH3:29][O:30][CH2:31][CH2:32][NH2:33], predict the reaction product. The product is: [CH3:29][O:30][CH2:31][CH2:32][NH:33][S:10]([C:7]1[CH:8]=[CH:9][C:4]([O:3][CH2:1][CH3:2])=[C:5]([C:14]2[NH:19][C:18](=[O:20])[C:17]3=[C:21]([CH2:27][CH3:28])[N:22]=[C:23]([CH2:24][CH2:25][CH3:26])[N:16]3[N:15]=2)[CH:6]=1)(=[O:12])=[O:11].